From a dataset of Experimentally validated miRNA-target interactions with 360,000+ pairs, plus equal number of negative samples. Binary Classification. Given a miRNA mature sequence and a target amino acid sequence, predict their likelihood of interaction. (1) The miRNA is hsa-miR-4741 with sequence CGGGCUGUCCGGAGGGGUCGGCU. The protein sequence of the target gene is MSANLKYLSLGILVFQTTSLVLTMRYSRTLKEEGPRYLSSTAVVVAEFLKIMACIFLVYKDSKCSVRALNRVLHDEILNKPMETLKLAIPSGIYTLQNNLLYVALSNLDAATYQVTYQLKILTTALFSVSMLGKKLGVYQWLSLVILMAGVAFVQWPSDSQELNSKDLSTGSQFVGLMAVLTACFSSGFAGVYFEKILKETKQSVWIRNIQLGFFGSIFGLMGVYVYDGELVSKNGFFQGYNQLTWIVVALQALGGLVIAAVIKYADNILKGFATSLSIILSTIISYFWLQDFVPTSVFF.... Result: 0 (no interaction). (2) The miRNA is hsa-miR-101-5p with sequence CAGUUAUCACAGUGCUGAUGCU. The protein sequence of the target gene is MQGKKPGGSSGGGRSGELQGDEAQRNKKKKKKVSCFSNIKIFLVSECALMLAQGTVGAYLVSVLTTLERRFNLQSADVGVIASSFEIGNLALILFVSYFGARGHRPRLIGCGGIVMALGALLSALPEFLTHQYKYEAGEIRWGAEGRDVCATNGSSSDEGPDPDLICRNRTATNMMYLLLIGAQVLLGIGATPVQPLGVSYIDDHVRRKDSSLYIGILFTMLVFGPACGFILGSFCTKIYVDAVFIDTSNLDITPDDPRWIGAWWGGFLLCGALLFFSSLLMFGFPQSLPPHSDPGMESE.... Result: 0 (no interaction). (3) The miRNA is hsa-miR-3659 with sequence UGAGUGUUGUCUACGAGGGCA. The protein sequence of the target gene is MVAMAAGPSGCLVPAFGLRLLLATVLQAVSAFGAEFSSEACRELGFSSNLLCSSCDLLGQFNLLQLDPDCRGCCQEEAQFETKKLYAGAILEVCGUKLGRFPQVQAFVRSDKPKLFRGLQIKYVRGSDPVLKLLDDNGNIAEELSILKWNTDSVEEFLSEKLERI. Result: 0 (no interaction). (4) The miRNA is hsa-miR-4523 with sequence GACCGAGAGGGCCUCGGCUGU. Result: 0 (no interaction). The protein sequence of the target gene is MFATSGAVAAGKPYSCSECGKSFCYSSVLLRHERAHGGDGRFRCLECGERCARAADLRAHRRTHAGQTLYICSECGQSFRHSGRLDLHLGAHRQRCRTCPCRTCGRRFPHLPALLLHRRRQHLPERPRRCPLCARTFRQSALLFHQARAHPLGTTSDPAAPPHRCAQCPRAFRSGAGLRSHARIHVSRSPTRPRVSDAHQCGVCGKCFGKSSTLTRHLQTHSGEKPFKCPECGKGFLESATLVRHQRTHTGEKPYACGDCGRCFSESSTLLRHRRSHQGERPHACATCGKGFGQRSDLVV.... (5) The miRNA is hsa-miR-335-5p with sequence UCAAGAGCAAUAACGAAAAAUGU. The protein sequence of the target gene is MPTMRRTVSEIRSRAEGYEKTDDVSEKTSLADQEEVRTIFINQPQLTKFCNNHVSTAKYNIITFLPRFLYSQFRRAANSFFLFIALLQQIPDVSPTGRYTTLVPLLFILAVAAIKEIIEDIKRHKADNAVNKKQTQVLRNGAWEIVHWEKVAVGEIVKVTNGEHLPADLISLSSSEPQAMCYIETSNLDGETNLKIRQGLPATSDIKDVDSLMRISGRIECESPNRHLYDFVGNIRLDGHGTVPLGADQILLRGAQLRNTQWVHGIVVYTGHDTKLMQNSTSPPLKLSNVERITNVQILI.... Result: 1 (interaction). (6) The miRNA is mmu-miR-329-5p with sequence AGAGGUUUUCUGGGUCUCUGUU. The protein sequence of the target gene is MSSHKGSVVAQGNGAPASNREADTVELAELGPLLEEKGKRVIANPPKAEEEQTCPVPQEEEEEVRVLTLPLQAHHAMEKMEEFVYKVWEGRWRVIPYDVLPDWLKDNDYLLHGHRPPMPSFRACFKSIFRIHTETGNIWTHLLGFVLFLFLGILTMLRPNMYFMAPLQEKVVFGMFFLGAVLCLSFSWLFHTVYCHSEKVSRTFSKLDYSGIALLIMGSFVPWLYYSFYCSPQPRLIYLSIVCVLGISAIIVAQWDRFATPKHRQTRAGVFLGLGLSGVVPTMHFTIAEGFVKATTVGQM.... Result: 0 (no interaction). (7) The miRNA is hsa-miR-7159-5p with sequence UUCAACAAGGGUGUAGGAUGG. The protein sequence of the target gene is MAQLCGLRRSRAFLALLGSLLLSGVLAADRERSIHDFCLVSKVVGRCRASMPRWWYNVTDGSCQLFVYGGCDGNSNNYLTKEECLKKCATVTENATGDLATSRNAADSSVPSAPRRQDSEDHSSDMFNYEEYCTANAVTGPCRASFPRWYFDVERNSCNNFIYGGCRGNKNSYRSEEACMLRCFRQQENPPLPLGSKVVVLAGLFVMVLILFLGASMVYLIRVARRNQERALRTVWSSGDDKEQLVKNTYVL. Result: 1 (interaction). (8) The miRNA is hsa-miR-1253 with sequence AGAGAAGAAGAUCAGCCUGCA. The protein sequence of the target gene is MGLSAAAPLWGPPGLLLAIALHPALSVPPRRDYCVLGAGPAGLQMAYFLQRAGRDYAVFERAPRPGSFFTRYPRHRKLISINKRYTGKANAEFNLRHDWNSLLSHDPRLLFRHYSRAYFPDARDMVRYLGDFADTLGLRVQYNTTIAHVTLDKDRQAWNGHYFILTDQKGQVHQCSVLFVATGLSVPNQVDFPGSEYAEGYESVSVDPEDFVGQNVLILGRGNSAFETAENILGVTNFIHMLSRSRVRLSWATHYVGDLRAINNGLLDTYQLKSLDGLLESDLTDLAILKDSKGKFHVTP.... Result: 1 (interaction).